From a dataset of Reaction yield outcomes from USPTO patents with 853,638 reactions. Predict the reaction yield, written as a fraction of the theoretical maximum amount of product (1.0 means a 100% yield; for example, 0.34 means a 34% yield). (1) The catalyst is CN(C=O)C.O.C(Cl)Cl. The product is [Br:1][C:2]1[C:3]([CH3:9])=[N:4][O:5][C:6]=1[CH2:7][O:8][Si:13]([CH:17]([CH3:19])[CH3:18])([CH:14]([CH3:16])[CH3:15])[CH:11]([CH3:12])[CH3:10]. The yield is 0.710. The reactants are [Br:1][C:2]1[C:3]([CH3:9])=[N:4][O:5][C:6]=1[CH2:7][OH:8].[CH3:10][CH:11]([Si:13](Cl)([CH:17]([CH3:19])[CH3:18])[CH:14]([CH3:16])[CH3:15])[CH3:12].N1C=CN=C1. (2) The reactants are Br[C:2]1[C:3]([C:23]2[CH:28]=[CH:27][C:26]([Cl:29])=[CH:25][CH:24]=2)=[CH:4][C:5]2[N:6]([C:8]([CH2:11][C:12]3[C:13]([CH3:22])=[N:14][C:15]([C:18]([F:21])([F:20])[F:19])=[CH:16][CH:17]=3)=[N:9][N:10]=2)[CH:7]=1.[Cl:30][C:31]1[CH:36]=[C:35]([CH3:37])[CH:34]=[CH:33][C:32]=1B(O)O.C([O-])([O-])=O.[K+].[K+].ClC1C=CC(C2C(C3C=CC(Cl)=CC=3Cl)=CN3C(CC4C=NC(C(F)(F)F)=CC=4)=NN=C3C=2)=CC=1. The catalyst is O1CCOCC1.O.C1C=CC([P]([Pd]([P](C2C=CC=CC=2)(C2C=CC=CC=2)C2C=CC=CC=2)([P](C2C=CC=CC=2)(C2C=CC=CC=2)C2C=CC=CC=2)[P](C2C=CC=CC=2)(C2C=CC=CC=2)C2C=CC=CC=2)(C2C=CC=CC=2)C2C=CC=CC=2)=CC=1. The product is [Cl:29][C:26]1[CH:27]=[CH:28][C:23]([C:3]2[C:2]([C:32]3[CH:33]=[CH:34][C:35]([CH3:37])=[CH:36][C:31]=3[Cl:30])=[CH:7][N:6]3[C:8]([CH2:11][C:12]4[C:13]([CH3:22])=[N:14][C:15]([C:18]([F:20])([F:19])[F:21])=[CH:16][CH:17]=4)=[N:9][N:10]=[C:5]3[CH:4]=2)=[CH:24][CH:25]=1. The yield is 0.600. (3) The reactants are [Cl:1][C:2]1[CH:7]=[C:6](I)[C:5]([C:9]([F:12])([F:11])[F:10])=[CH:4][N:3]=1.CC1(C)OB([C:19]2[CH:20]=[N:21][C:22]([C:25]([F:28])([F:27])[F:26])=[N:23][CH:24]=2)OC1(C)C.C(=O)([O-])[O-].[K+].[K+]. The catalyst is O1CCOCC1.O.Cl[Pd](Cl)([P](C1C=CC=CC=1)(C1C=CC=CC=1)C1C=CC=CC=1)[P](C1C=CC=CC=1)(C1C=CC=CC=1)C1C=CC=CC=1. The product is [Cl:1][C:2]1[CH:7]=[C:6]([C:19]2[CH:20]=[N:21][C:22]([C:25]([F:28])([F:27])[F:26])=[N:23][CH:24]=2)[C:5]([C:9]([F:12])([F:11])[F:10])=[CH:4][N:3]=1. The yield is 0.790. (4) The reactants are Cl.[CH3:2][CH:3]1[CH2:6][CH:5]([NH2:7])[CH2:4]1.[CH3:8][S:9](Cl)(=[O:11])=[O:10]. The catalyst is C(OCC)(=O)C. The product is [CH3:2][CH:3]1[CH2:6][CH:5]([NH:7][S:9]([CH3:8])(=[O:11])=[O:10])[CH2:4]1. The yield is 0.930. (5) The product is [OH:3][C:1]([C:4]1[N:9]2[C:10](=[O:25])[N:11]([CH2:13][CH2:14][C:15]3[CH:24]=[CH:23][C:22]4[C:17](=[CH:18][CH:19]=[CH:20][CH:21]=4)[N:16]=3)[N:12]=[C:8]2[CH:7]=[CH:6][CH:5]=1)([CH3:36])[CH2:2][C:31]1[CH:32]=[CH:33][C:28]([O:27][CH3:26])=[CH:29][CH:30]=1. The yield is 0.260. No catalyst specified. The reactants are [C:1]([C:4]1[N:9]2[C:10](=[O:25])[N:11]([CH2:13][CH2:14][C:15]3[CH:24]=[CH:23][C:22]4[C:17](=[CH:18][CH:19]=[CH:20][CH:21]=4)[N:16]=3)[N:12]=[C:8]2[CH:7]=[CH:6][CH:5]=1)(=[O:3])[CH3:2].[CH3:26][O:27][C:28]1[CH:33]=[CH:32][C:31]([Mg]Br)=[CH:30][CH:29]=1.[CH2:36]1COCC1. (6) The yield is 0.942. The catalyst is O. The product is [F:19][C:16]1[CH:17]=[CH:18][C:13]([N:1]2[CH2:6][CH2:5][CH2:4][CH2:3][CH2:2]2)=[C:14]([N+:20]([O-:22])=[O:21])[CH:15]=1. The reactants are [NH:1]1[CH2:6][CH2:5][CH2:4][CH2:3][CH2:2]1.CN(C)C=O.F[C:13]1[CH:18]=[CH:17][C:16]([F:19])=[CH:15][C:14]=1[N+:20]([O-:22])=[O:21]. (7) The reactants are [NH2:1][C:2]1[CH:10]=[C:9]([O:11][CH2:12][C:13]2[CH:18]=[CH:17][CH:16]=[CH:15][CH:14]=2)[C:8]([O:19][CH3:20])=[CH:7][C:3]=1[C:4]([NH2:6])=[O:5].[CH3:21]N(C=NC=[N+](C)C)C.[Cl-].C([O-])(=O)C.[Na+].C(O)(=O)C. The catalyst is O1CCOCC1. The product is [CH2:12]([O:11][C:9]1[CH:10]=[C:2]2[C:3]([C:4](=[O:5])[NH:6][CH:21]=[N:1]2)=[CH:7][C:8]=1[O:19][CH3:20])[C:13]1[CH:14]=[CH:15][CH:16]=[CH:17][CH:18]=1. The yield is 0.840.